Predict the reactants needed to synthesize the given product. From a dataset of Full USPTO retrosynthesis dataset with 1.9M reactions from patents (1976-2016). (1) Given the product [Br:18][C:12]1[CH:13]=[C:14]([F:17])[CH:15]=[CH:16][C:11]=1[O:10][C:4]1[C:5]([C:8]#[N:9])=[N:6][CH:7]=[C:2]([S:27][C:23]2[CH:24]=[CH:25][CH:26]=[C:21]([O:20][CH3:19])[CH:22]=2)[CH:3]=1, predict the reactants needed to synthesize it. The reactants are: Br[C:2]1[CH:3]=[C:4]([O:10][C:11]2[CH:16]=[CH:15][C:14]([F:17])=[CH:13][C:12]=2[Br:18])[C:5]([C:8]#[N:9])=[N:6][CH:7]=1.[CH3:19][O:20][C:21]1[CH:22]=[C:23]([SH:27])[CH:24]=[CH:25][CH:26]=1.[H-].[Na+].C(=O)(O)[O-].[Na+]. (2) Given the product [ClH:17].[CH3:1][N:2]([CH3:16])[CH2:3][C@@H:4]1[CH2:8][CH2:7][CH2:6][NH:5]1, predict the reactants needed to synthesize it. The reactants are: [CH3:1][N:2]([CH3:16])[CH2:3][C@@H:4]1[CH2:8][CH2:7][CH2:6][N:5]1CC1C=CC=CC=1.[ClH:17]. (3) Given the product [C:25]([C:9]1[N:8]=[C:7]([C:42]([O:33][CH3:32])=[O:34])[C:16]2[C:11]([C:10]=1[C:19]1[CH:24]=[CH:23][CH:22]=[CH:21][N:20]=1)=[CH:12][C:13]([O:17][CH3:18])=[CH:14][CH:15]=2)#[N:26], predict the reactants needed to synthesize it. The reactants are: FC(F)(F)S(O[CH:7]1[C:16]2[C:11](=[CH:12][C:13]([O:17][CH3:18])=[CH:14][CH:15]=2)[C:10]([C:19]2[CH:24]=[CH:23][CH:22]=[CH:21][N:20]=2)=[C:9]([C:25]#[N:26])[NH:8]1)(=O)=O.CN([CH:32]=[O:33])C.[OH2:34].C(N(CC)CC)C.[CH3:42]O. (4) Given the product [F:1][C:2]1[CH:10]=[C:9]2[C:5]([C:6]([C:11]3[CH:12]=[CH:13][C:14]([NH:17][S:19]([CH3:18])(=[O:21])=[O:20])=[N:15][CH:16]=3)=[CH:7][NH:8]2)=[CH:4][CH:3]=1, predict the reactants needed to synthesize it. The reactants are: [F:1][C:2]1[CH:10]=[C:9]2[C:5]([C:6]([C:11]3[CH:12]=[CH:13][C:14]([NH2:17])=[N:15][CH:16]=3)=[CH:7][NH:8]2)=[CH:4][CH:3]=1.[CH3:18][S:19](Cl)(=[O:21])=[O:20]. (5) Given the product [C:15]1([C:12]2[N:11]=[CH:10][C:9]([NH:8][C:6](=[O:7])[CH2:5][C:4]([OH:21])=[O:3])=[CH:14][CH:13]=2)[CH:16]=[CH:17][CH:18]=[CH:19][CH:20]=1, predict the reactants needed to synthesize it. The reactants are: C([O:3][C:4](=[O:21])[CH2:5][C:6]([NH:8][C:9]1[CH:10]=[N:11][C:12]([C:15]2[CH:20]=[CH:19][CH:18]=[CH:17][CH:16]=2)=[CH:13][CH:14]=1)=[O:7])C.CO.C1COCC1.O[Li].O. (6) Given the product [CH2:27]([O:28][NH:24][CH2:23][CH2:16][CH2:17][CH2:12][CH2:13][CH2:14][CH3:15])[C:12]1[CH:13]=[CH:14][CH:15]=[CH:16][CH:17]=1, predict the reactants needed to synthesize it. The reactants are: CN([C:12]1[CH:17]=[CH:16][C:15](N=N[C:12]2[CH:13]=[CH:14][C:15](S(O)(=O)=O)=[CH:16][CH:17]=2)=[CH:14][CH:13]=1)C.[BH3-][C:23]#[N:24].[Na+].Cl.[CH3:27][OH:28]. (7) Given the product [Br:1][C:2]1[CH:9]=[CH:8][C:5]([CH:6]=[CH:23][N+:20]([O-:22])=[O:21])=[C:4]([O:10][CH3:11])[CH:3]=1, predict the reactants needed to synthesize it. The reactants are: [Br:1][C:2]1[CH:9]=[CH:8][C:5]([CH:6]=O)=[C:4]([O:10][CH3:11])[CH:3]=1.Cl.CN.C([O-])(=O)C.[Na+].[N+:20]([CH3:23])([O-:22])=[O:21].